This data is from Full USPTO retrosynthesis dataset with 1.9M reactions from patents (1976-2016). The task is: Predict the reactants needed to synthesize the given product. (1) Given the product [Cl:10][C:7]1[S:6][C:5](=[N:4][C:1](=[O:3])[CH3:2])[N:9]([CH2:21][CH2:20][O:19][CH3:18])[CH:8]=1, predict the reactants needed to synthesize it. The reactants are: [C:1]([NH:4][C:5]1[S:6][C:7]([Cl:10])=[CH:8][N:9]=1)(=[O:3])[CH3:2].CN(C=O)C.[H-].[Na+].[CH3:18][O:19][CH2:20][CH2:21]Br. (2) Given the product [N:1]1([C:7]2[CH:8]=[CH:9][C:10]([C:13]3[C:14]([C:19]([OH:21])=[O:20])=[CH:15][CH:16]=[CH:17][CH:18]=3)=[CH:11][CH:12]=2)[CH2:2][CH2:3][S:4][CH2:5][CH2:6]1, predict the reactants needed to synthesize it. The reactants are: [N:1]1([C:7]2[CH:12]=[CH:11][C:10]([C:13]3[C:14]([C:19]([O:21]C)=[O:20])=[CH:15][CH:16]=[CH:17][CH:18]=3)=[CH:9][CH:8]=2)[CH2:6][CH2:5][S:4][CH2:3][CH2:2]1.[OH-].[Na+]. (3) Given the product [CH:1]1([C:4]([N:6]2[CH2:10][CH2:9][C@@H:8]([CH2:11][N:12]3[C:13]4[C:18]([C:19]([F:20])([F:21])[F:22])=[CH:17][CH:16]=[CH:15][C:14]=4[N:23]=[C:37]3[C:36]3[CH:35]=[CH:34][C:33]([C:29]4[CH:28]=[C:27]5[C:32](=[CH:31][CH:30]=4)[NH:24][CH:25]=[CH:26]5)=[CH:40][CH:39]=3)[CH2:7]2)=[O:5])[CH2:3][CH2:2]1, predict the reactants needed to synthesize it. The reactants are: [CH:1]1([C:4]([N:6]2[CH2:10][CH2:9][C@@H:8]([CH2:11][NH:12][C:13]3[C:14]([NH2:23])=[CH:15][CH:16]=[CH:17][C:18]=3[C:19]([F:22])([F:21])[F:20])[CH2:7]2)=[O:5])[CH2:3][CH2:2]1.[NH:24]1[C:32]2[C:27](=[CH:28][C:29]([C:33]3[CH:40]=[CH:39][C:36]([CH:37]=O)=[CH:35][CH:34]=3)=[CH:30][CH:31]=2)[CH:26]=[CH:25]1. (4) Given the product [F:1][CH:2]([F:9])[C:3]1[CH:8]=[CH:7][N+:6]([O-:18])=[CH:5][CH:4]=1, predict the reactants needed to synthesize it. The reactants are: [F:1][CH:2]([F:9])[C:3]1[CH:8]=[CH:7][N:6]=[CH:5][CH:4]=1.ClC1C=CC=C(C(OO)=[O:18])C=1.